Dataset: Full USPTO retrosynthesis dataset with 1.9M reactions from patents (1976-2016). Task: Predict the reactants needed to synthesize the given product. (1) Given the product [Br:1][CH2:2][C:3]1[CH:8]=[CH:7][C:6]([S:9]([N:20]2[CH2:25][CH2:24][O:23][CH2:22][CH2:21]2)(=[O:11])=[O:10])=[CH:5][CH:4]=1, predict the reactants needed to synthesize it. The reactants are: [Br:1][CH2:2][C:3]1[CH:8]=[CH:7][C:6]([S:9](Cl)(=[O:11])=[O:10])=[CH:5][CH:4]=1.C(N(CC)CC)C.[NH:20]1[CH2:25][CH2:24][O:23][CH2:22][CH2:21]1. (2) Given the product [Cl:11][C:12]1[CH:13]=[C:14]2[C:18](=[CH:19][CH:20]=1)[N:17]([S:21]([C:24]1[CH:29]=[CH:28][C:27]([O:30][CH3:31])=[CH:26][C:25]=1[O:32][CH3:33])(=[O:23])=[O:22])[C:16](=[O:34])[C:15]2([O:41][C:9](=[O:10])[NH:8][C:5]1[CH:6]=[CH:7][C:2]([Cl:1])=[CH:3][CH:4]=1)[C:35]1[S:36][CH:37]=[CH:38][C:39]=1[CH3:40], predict the reactants needed to synthesize it. The reactants are: [Cl:1][C:2]1[CH:7]=[CH:6][C:5]([N:8]=[C:9]=[O:10])=[CH:4][CH:3]=1.[Cl:11][C:12]1[CH:13]=[C:14]2[C:18](=[CH:19][CH:20]=1)[N:17]([S:21]([C:24]1[CH:29]=[CH:28][C:27]([O:30][CH3:31])=[CH:26][C:25]=1[O:32][CH3:33])(=[O:23])=[O:22])[C:16](=[O:34])[C:15]2([OH:41])[C:35]1[S:36][CH:37]=[CH:38][C:39]=1[CH3:40]. (3) Given the product [CH3:9][C:10]([NH2:17])([CH3:16])[CH2:11][C:12]([CH3:15])([CH3:14])[CH3:13], predict the reactants needed to synthesize it. The reactants are: NC1C=CC=C(C)N=1.[CH3:9][C:10]([N+:17]#[C-])([CH3:16])[CH2:11][C:12]([CH3:15])([CH3:14])[CH3:13].Cl(O)(=O)(=O)=O. (4) Given the product [CH3:15][O:9][C:8]([C@H:7]1[CH2:11][CH2:12][C@@:2]([CH3:3])([C:1]([OH:14])=[O:13])[C:4]1([CH3:6])[CH3:5])=[O:10], predict the reactants needed to synthesize it. The reactants are: [C:1]([OH:14])(=[O:13])[C@@:2]1([CH2:12][CH2:11][C@H:7]([C:8]([OH:10])=[O:9])[C:4]1([CH3:6])[CH3:5])[CH3:3].[CH3:15]O.